The task is: Predict the reactants needed to synthesize the given product.. This data is from Full USPTO retrosynthesis dataset with 1.9M reactions from patents (1976-2016). (1) Given the product [NH2:1][C:2]1[CH:7]=[CH:6][C:5]([O:8][C:13]2[CH:20]=[CH:19][C:16]([CH:17]=[O:18])=[CH:15][CH:14]=2)=[CH:4][C:3]=1[N+:9]([O-:11])=[O:10], predict the reactants needed to synthesize it. The reactants are: [NH2:1][C:2]1[CH:7]=[CH:6][C:5]([OH:8])=[CH:4][C:3]=1[N+:9]([O-:11])=[O:10].F[C:13]1[CH:20]=[CH:19][C:16]([CH:17]=[O:18])=[CH:15][CH:14]=1.C([O-])([O-])=O.[Cs+].[Cs+].O. (2) Given the product [Cl:29][C:22]1[C:23]([O:25][CH:26]([F:28])[F:27])=[CH:24][C:19]2[O:18][CH:17]([C:30]([N:32]3[CH2:33][CH2:34][C:35]([CH2:38][C:39]4[CH:44]=[CH:43][C:42]([F:45])=[CH:41][CH:40]=4)([C:46]#[N:47])[CH2:36][CH2:37]3)=[O:31])[CH2:16][NH:15][C:20]=2[CH:21]=1, predict the reactants needed to synthesize it. The reactants are: FC(F)(F)C(O)=O.C(OC([N:15]1[C:20]2[CH:21]=[C:22]([Cl:29])[C:23]([O:25][CH:26]([F:28])[F:27])=[CH:24][C:19]=2[O:18][CH:17]([C:30]([N:32]2[CH2:37][CH2:36][C:35]([C:46]#[N:47])([CH2:38][C:39]3[CH:44]=[CH:43][C:42]([F:45])=[CH:41][CH:40]=3)[CH2:34][CH2:33]2)=[O:31])[CH2:16]1)=O)(C)(C)C.